From a dataset of Peptide-MHC class I binding affinity with 185,985 pairs from IEDB/IMGT. Regression. Given a peptide amino acid sequence and an MHC pseudo amino acid sequence, predict their binding affinity value. This is MHC class I binding data. The peptide sequence is AKSVFNSLY. The MHC is HLA-A26:01 with pseudo-sequence HLA-A26:01. The binding affinity (normalized) is 0.